Task: Regression. Given two drug SMILES strings and cell line genomic features, predict the synergy score measuring deviation from expected non-interaction effect.. Dataset: NCI-60 drug combinations with 297,098 pairs across 59 cell lines (1) Drug 1: CC1OCC2C(O1)C(C(C(O2)OC3C4COC(=O)C4C(C5=CC6=C(C=C35)OCO6)C7=CC(=C(C(=C7)OC)O)OC)O)O. Drug 2: CC1=C(C(=CC=C1)Cl)NC(=O)C2=CN=C(S2)NC3=CC(=NC(=N3)C)N4CCN(CC4)CCO. Cell line: SR. Synergy scores: CSS=69.4, Synergy_ZIP=4.02, Synergy_Bliss=3.29, Synergy_Loewe=-2.20, Synergy_HSA=4.35. (2) Drug 1: CCC1(CC2CC(C3=C(CCN(C2)C1)C4=CC=CC=C4N3)(C5=C(C=C6C(=C5)C78CCN9C7C(C=CC9)(C(C(C8N6C=O)(C(=O)OC)O)OC(=O)C)CC)OC)C(=O)OC)O.OS(=O)(=O)O. Drug 2: CCC1=C2CN3C(=CC4=C(C3=O)COC(=O)C4(CC)O)C2=NC5=C1C=C(C=C5)O. Cell line: RXF 393. Synergy scores: CSS=17.7, Synergy_ZIP=-3.59, Synergy_Bliss=0.504, Synergy_Loewe=-0.481, Synergy_HSA=0.314. (3) Drug 1: CS(=O)(=O)OCCCCOS(=O)(=O)C. Drug 2: COCCOC1=C(C=C2C(=C1)C(=NC=N2)NC3=CC=CC(=C3)C#C)OCCOC.Cl. Cell line: LOX IMVI. Synergy scores: CSS=-0.868, Synergy_ZIP=1.67, Synergy_Bliss=5.29, Synergy_Loewe=-0.415, Synergy_HSA=0.148. (4) Drug 1: CN(C(=O)NC(C=O)C(C(C(CO)O)O)O)N=O. Drug 2: CC1=C(C(=O)C2=C(C1=O)N3CC4C(C3(C2COC(=O)N)OC)N4)N. Cell line: SF-539. Synergy scores: CSS=23.2, Synergy_ZIP=-5.29, Synergy_Bliss=-0.285, Synergy_Loewe=-31.7, Synergy_HSA=0.278. (5) Drug 1: COC1=C(C=C2C(=C1)N=CN=C2NC3=CC(=C(C=C3)F)Cl)OCCCN4CCOCC4. Drug 2: COC1=NC(=NC2=C1N=CN2C3C(C(C(O3)CO)O)O)N. Cell line: SF-295. Synergy scores: CSS=4.90, Synergy_ZIP=-1.47, Synergy_Bliss=0.107, Synergy_Loewe=-3.14, Synergy_HSA=-0.526.